Dataset: Full USPTO retrosynthesis dataset with 1.9M reactions from patents (1976-2016). Task: Predict the reactants needed to synthesize the given product. (1) The reactants are: C(NC1SC(S(Cl)(=O)=O)=C(C)N=1)(=O)C.C[O:16][C:17](=[O:78])[C@@H:18]([NH:32][C:33]([CH:35]1[CH2:44][C:43]2[CH:42]=[C:41]3[O:45][CH2:46][C@H:47]([C:49]4[CH:54]=[CH:53][C:52]([O:55][CH2:56][C:57]5[CH:62]=[CH:61][C:60]([Cl:63])=[C:59]([Cl:64])[CH:58]=5)=[CH:51][CH:50]=4)[O:48][C:40]3=[CH:39][C:38]=2[CH2:37][N:36]1[S:65]([C:68]1[S:72][C:71]([NH:73]C(=O)C)=[N:70][C:69]=1[CH3:77])(=[O:67])=[O:66])=[O:34])[CH2:19][C:20]1[CH:25]=[CH:24][C:23]([C:26]2[CH:31]=[CH:30][CH:29]=[CH:28][CH:27]=2)=[CH:22][CH:21]=1. Given the product [NH2:73][C:71]1[S:72][C:68]([S:65]([N:36]2[CH:35]([C:33]([NH:32][C@@H:18]([CH2:19][C:20]3[CH:25]=[CH:24][C:23]([C:26]4[CH:31]=[CH:30][CH:29]=[CH:28][CH:27]=4)=[CH:22][CH:21]=3)[C:17]([OH:78])=[O:16])=[O:34])[CH2:44][C:43]3[CH:42]=[C:41]4[O:45][CH2:46][C@H:47]([C:49]5[CH:54]=[CH:53][C:52]([O:55][CH2:56][C:57]6[CH:62]=[CH:61][C:60]([Cl:63])=[C:59]([Cl:64])[CH:58]=6)=[CH:51][CH:50]=5)[O:48][C:40]4=[CH:39][C:38]=3[CH2:37]2)(=[O:67])=[O:66])=[C:69]([CH3:77])[N:70]=1, predict the reactants needed to synthesize it. (2) Given the product [ClH:1].[ClH:1].[NH2:29][CH2:28][CH:24]([CH2:23][C:22]1[CH:37]=[CH:38][C:19]([Br:18])=[CH:20][C:21]=1[F:39])[C:25]([N:6]1[CH2:5][CH2:4][N:3]([C:9]2[C:10]3[CH:17]=[CH:16][NH:15][C:11]=3[N:12]=[CH:13][N:14]=2)[CH2:8][CH2:7]1)=[O:26], predict the reactants needed to synthesize it. The reactants are: [ClH:1].Cl.[N:3]1([C:9]2[C:10]3[CH:17]=[CH:16][NH:15][C:11]=3[N:12]=[CH:13][N:14]=2)[CH2:8][CH2:7][NH:6][CH2:5][CH2:4]1.[Br:18][C:19]1[CH:38]=[CH:37][C:22]([CH2:23][CH:24]([CH2:28][NH:29]C(OC(C)(C)C)=O)[C:25](O)=[O:26])=[C:21]([F:39])[CH:20]=1.